Task: Predict the reactants needed to synthesize the given product.. Dataset: Full USPTO retrosynthesis dataset with 1.9M reactions from patents (1976-2016) (1) The reactants are: [F:1][C:2]1[CH:3]=[C:4](B(O)O)[CH:5]=[C:6]([F:10])[C:7]=1[CH:8]=[O:9].Cl[C:15]1[N:20]=[C:19]([NH2:21])[N:18]=[C:17]([NH:22][CH2:23][CH3:24])[CH:16]=1. Given the product [NH2:21][C:19]1[N:20]=[C:15]([C:4]2[CH:3]=[C:2]([F:1])[C:7]([CH:8]=[O:9])=[C:6]([F:10])[CH:5]=2)[CH:16]=[C:17]([NH:22][CH2:23][CH3:24])[N:18]=1, predict the reactants needed to synthesize it. (2) Given the product [CH3:18][O:17][C@@H:5]([CH2:6][C:7]1[CH:8]=[CH:9][C:10]([O:13][CH2:14][CH2:15][O:20][C:21]2[CH:22]=[CH:23][C:24]([NH:27][C:28]([C:29]3[CH:30]=[N:31][CH:32]=[CH:33][CH:34]=3)=[O:35])=[CH:25][CH:26]=2)=[CH:11][CH:12]=1)[C:4]([OH:3])=[O:19], predict the reactants needed to synthesize it. The reactants are: C([O:3][C:4](=[O:19])[C@@H:5]([O:17][CH3:18])[CH2:6][C:7]1[CH:12]=[CH:11][C:10]([O:13][CH2:14][CH2:15]Br)=[CH:9][CH:8]=1)C.[OH:20][C:21]1[CH:26]=[CH:25][C:24]([NH:27][C:28](=[O:35])[C:29]2[CH:34]=[CH:33][CH:32]=[N:31][CH:30]=2)=[CH:23][CH:22]=1.CO[C@@H](CC1C=CC(OCCCOC2C=CC=CC=2)=CC=1)C(O)=O. (3) Given the product [N:9]1[CH:10]=[CH:11][C:6]([C:4]2[N:23]=[C:21]([NH:20][C:16]3[CH:15]=[C:14]([CH:19]=[CH:18][CH:17]=3)[C:12]#[N:13])[S:22][CH:3]=2)=[CH:7][CH:8]=1, predict the reactants needed to synthesize it. The reactants are: Br.Br[CH2:3][C:4]([C:6]1[CH:11]=[CH:10][N:9]=[CH:8][CH:7]=1)=O.[C:12]([C:14]1[CH:15]=[C:16]([NH:20][C:21]([NH2:23])=[S:22])[CH:17]=[CH:18][CH:19]=1)#[N:13].N. (4) The reactants are: COC([C:5]1[C:10]([CH2:11][CH2:12][C:13]([O:15]C)=O)=[CH:9][C:8]([CH3:17])=[CH:7][N:6]=1)=O.C[O-].[Na+]. Given the product [CH3:17][C:8]1[CH:9]=[C:10]2[CH2:11][CH2:12][C:13](=[O:15])[C:5]2=[N:6][CH:7]=1, predict the reactants needed to synthesize it. (5) The reactants are: [NH2:1][C:2]1[C:10]2[N:9]=[C:8]([CH3:11])[N:7]([CH3:12])[C:6]=2[CH:5]=[C:4]([Br:13])[CH:3]=1.[CH2:14]([C:16]1[CH:23]=[CH:22][CH:21]=[C:20]([CH3:24])[C:17]=1[CH2:18]Cl)[CH3:15].C(=O)([O-])[O-].[Na+].[Na+].[I-].[Na+]. Given the product [Br:13][C:4]1[CH:3]=[C:2]([NH:1][CH2:18][C:17]2[C:20]([CH3:24])=[CH:21][CH:22]=[CH:23][C:16]=2[CH2:14][CH3:15])[C:10]2[N:9]=[C:8]([CH3:11])[N:7]([CH3:12])[C:6]=2[CH:5]=1, predict the reactants needed to synthesize it. (6) The reactants are: [Br:1][C:2]1[C:3]([F:16])=[CH:4][CH:5]=[C:6]2[C:11]=1[N:10]=[C:9](Cl)[N:8]([CH2:13][CH3:14])[C:7]2=[O:15].[C:17]([NH2:21])([CH3:20])([CH3:19])[CH3:18]. Given the product [Br:1][C:2]1[C:3]([F:16])=[CH:4][CH:5]=[C:6]2[C:11]=1[N:10]=[C:9]([NH:21][C:17]([CH3:20])([CH3:19])[CH3:18])[N:8]([CH2:13][CH3:14])[C:7]2=[O:15], predict the reactants needed to synthesize it. (7) Given the product [CH3:1][O:2][C:3]1[CH:4]=[CH:5][C:6]([C:9]2[C:14]([CH3:15])=[C:13]([C:16]([F:18])([F:17])[F:19])[N:12]3[N:20]=[CH:21][C:22]([C:23]([N:25]4[CH2:30][CH2:29][NH:28][CH2:27][C@H:26]4[CH3:38])=[O:24])=[C:11]3[N:10]=2)=[CH:7][CH:8]=1, predict the reactants needed to synthesize it. The reactants are: [CH3:1][O:2][C:3]1[CH:8]=[CH:7][C:6]([C:9]2[C:14]([CH3:15])=[C:13]([C:16]([F:19])([F:18])[F:17])[N:12]3[N:20]=[CH:21][C:22]([C:23]([N:25]4[CH2:30][CH2:29][N:28](C(OC(C)(C)C)=O)[CH2:27][C@H:26]4[CH3:38])=[O:24])=[C:11]3[N:10]=2)=[CH:5][CH:4]=1.C(O)(C(F)(F)F)=O.